Predict the reaction yield, written as a fraction of the theoretical maximum amount of product (1.0 means a 100% yield; for example, 0.34 means a 34% yield). From a dataset of Reaction yield outcomes from USPTO patents with 853,638 reactions. The reactants are [CH3:1][C:2]1[CH:3]=[C:4]([C:14](=O)[CH3:15])[CH:5]=[N:6][C:7]=1[O:8][CH2:9][C:10]([F:13])([F:12])[F:11].[CH3:17][C:18]([S@@:21]([NH2:23])=[O:22])([CH3:20])[CH3:19]. No catalyst specified. The product is [CH3:17][C:18]([S@@:21]([NH:23][CH:14]([C:4]1[CH:5]=[N:6][C:7]([O:8][CH2:9][C:10]([F:13])([F:12])[F:11])=[C:2]([CH3:1])[CH:3]=1)[CH3:15])=[O:22])([CH3:20])[CH3:19]. The yield is 0.830.